From a dataset of Catalyst prediction with 721,799 reactions and 888 catalyst types from USPTO. Predict which catalyst facilitates the given reaction. (1) Reactant: Cl.[CH2:2]([NH2:4])[CH3:3].[OH:5][C:6]1[CH:11]=[CH:10][C:9]([C:12]2[CH:13]=[C:14]([CH3:21])[C:15]([C:18](O)=[O:19])=[N:16][CH:17]=2)=[CH:8][CH:7]=1.CCN=C=NCCCN(C)C.C1C=CC2N(O)N=NC=2C=1.CCN(C(C)C)C(C)C. Product: [CH2:2]([NH:4][C:18]([C:15]1[C:14]([CH3:21])=[CH:13][C:12]([C:9]2[CH:10]=[CH:11][C:6]([OH:5])=[CH:7][CH:8]=2)=[CH:17][N:16]=1)=[O:19])[CH3:3]. The catalyst class is: 1. (2) Reactant: [F:1][C:2]1[CH:3]=[C:4]([CH2:20][OH:21])[CH:5]=[C:6]([F:19])[C:7]=1[O:8][C:9]1[CH:10]=[N:11][CH:12]=[C:13]([C:15]([F:18])([F:17])[F:16])[CH:14]=1.[H-].[Na+].Cl[C:25]1[CH:26]=[C:27]2[N:34]([CH3:35])[CH2:33][CH2:32][N:28]2[C:29](=[O:31])[N:30]=1. Product: [F:1][C:2]1[CH:3]=[C:4]([CH:5]=[C:6]([F:19])[C:7]=1[O:8][C:9]1[CH:10]=[N:11][CH:12]=[C:13]([C:15]([F:16])([F:17])[F:18])[CH:14]=1)[CH2:20][O:21][C:25]1[CH:26]=[C:27]2[N:34]([CH3:35])[CH2:33][CH2:32][N:28]2[C:29](=[O:31])[N:30]=1. The catalyst class is: 3. (3) Reactant: [C:1]([N:20]1[CH:24]=[CH:23][N:22]=[C:21]1[CH:25]=O)([C:14]1[CH:19]=[CH:18][CH:17]=[CH:16][CH:15]=1)([C:8]1[CH:13]=[CH:12][CH:11]=[CH:10][CH:9]=1)[C:2]1[CH:7]=[CH:6][CH:5]=[CH:4][CH:3]=1.S([O-])([O-])(=O)=O.[Mg+2].[CH2:33]([NH2:40])[C:34]1[CH:39]=[CH:38][CH:37]=[CH:36][CH:35]=1.C(O[BH-](OC(=O)C)OC(=O)C)(=O)C.[Na+]. Product: [CH2:33]([NH:40][CH2:25][C:21]1[N:20]([C:1]([C:14]2[CH:19]=[CH:18][CH:17]=[CH:16][CH:15]=2)([C:8]2[CH:13]=[CH:12][CH:11]=[CH:10][CH:9]=2)[C:2]2[CH:7]=[CH:6][CH:5]=[CH:4][CH:3]=2)[CH:24]=[CH:23][N:22]=1)[C:34]1[CH:39]=[CH:38][CH:37]=[CH:36][CH:35]=1. The catalyst class is: 727. (4) Reactant: C(OC(=O)[NH:7][CH2:8][CH2:9][C:10]1[CH:15]=[CH:14][C:13]([O:16][C:17]2[CH:22]=[CH:21][C:20]([C:23]([F:26])([F:25])[F:24])=[CH:19][N:18]=2)=[C:12]([C:27]#[N:28])[CH:11]=1)(C)(C)C.C(O)(C(F)(F)F)=O. Product: [NH2:7][CH2:8][CH2:9][C:10]1[CH:15]=[CH:14][C:13]([O:16][C:17]2[CH:22]=[CH:21][C:20]([C:23]([F:26])([F:24])[F:25])=[CH:19][N:18]=2)=[C:12]([CH:11]=1)[C:27]#[N:28]. The catalyst class is: 793.